Task: Predict the product of the given reaction.. Dataset: Forward reaction prediction with 1.9M reactions from USPTO patents (1976-2016) Given the reactants [N:1]1([CH2:5][C@H:6]([C:8]2[CH:13]=[CH:12][C:11]([Cl:14])=[C:10]([O:15][CH3:16])[CH:9]=2)[NH2:7])[CH2:4][CH2:3][CH2:2]1.O[C:18]1[C:19]2[CH:27]=[CH:26][CH:25]=[C:24]([C:28]([NH2:30])=[O:29])[C:20]=2[N:21]=[N:22][N:23]=1, predict the reaction product. The product is: [N:1]1([CH2:5][C@@H:6]([NH:7][C:18]2[C:19]3[CH:27]=[CH:26][CH:25]=[C:24]([C:28]([NH2:30])=[O:29])[C:20]=3[N:21]=[N:22][N:23]=2)[C:8]2[CH:13]=[CH:12][C:11]([Cl:14])=[C:10]([O:15][CH3:16])[CH:9]=2)[CH2:4][CH2:3][CH2:2]1.